Regression. Given two drug SMILES strings and cell line genomic features, predict the synergy score measuring deviation from expected non-interaction effect. From a dataset of NCI-60 drug combinations with 297,098 pairs across 59 cell lines. (1) Drug 2: B(C(CC(C)C)NC(=O)C(CC1=CC=CC=C1)NC(=O)C2=NC=CN=C2)(O)O. Drug 1: C1=NC(=NC(=O)N1C2C(C(C(O2)CO)O)O)N. Synergy scores: CSS=33.7, Synergy_ZIP=-8.46, Synergy_Bliss=-6.04, Synergy_Loewe=-29.5, Synergy_HSA=-4.75. Cell line: DU-145. (2) Drug 1: CNC(=O)C1=CC=CC=C1SC2=CC3=C(C=C2)C(=NN3)C=CC4=CC=CC=N4. Drug 2: C1CC(=O)NC(=O)C1N2C(=O)C3=CC=CC=C3C2=O. Cell line: SF-539. Synergy scores: CSS=15.2, Synergy_ZIP=5.56, Synergy_Bliss=6.68, Synergy_Loewe=-3.80, Synergy_HSA=2.58. (3) Drug 1: CN1C(=O)N2C=NC(=C2N=N1)C(=O)N. Drug 2: CC1CCC2CC(C(=CC=CC=CC(CC(C(=O)C(C(C(=CC(C(=O)CC(OC(=O)C3CCCCN3C(=O)C(=O)C1(O2)O)C(C)CC4CCC(C(C4)OC)OCCO)C)C)O)OC)C)C)C)OC. Cell line: UACC62. Synergy scores: CSS=-1.64, Synergy_ZIP=-0.806, Synergy_Bliss=-1.02, Synergy_Loewe=-4.24, Synergy_HSA=-2.96.